Dataset: Forward reaction prediction with 1.9M reactions from USPTO patents (1976-2016). Task: Predict the product of the given reaction. (1) The product is: [C:1]([C:5]1[CH:6]=[CH:7][C:8]([SH:49]2[CH:46]=[C:47]([OH:42])[C:48]([C:43](=[N:36][NH:35][C:33](=[O:34])[C:32]3[CH:37]=[CH:38][C:29]([CH2:28][OH:27])=[C:30]([N+:39]([O-:41])=[O:40])[CH:31]=3)[CH3:53])=[CH:54]2)=[CH:9][CH:10]=1)([CH3:2])([CH3:3])[CH3:4]. Given the reactants [C:1]([C:5]1[CH:10]=[CH:9][C:8](C2S(=C=O)C=C(C)C=2O)=[CH:7][CH:6]=1)([CH3:4])([CH3:3])[CH3:2].[Si]([O:27][CH2:28][C:29]1[CH:38]=[CH:37][C:32]([C:33]([NH:35][NH2:36])=[O:34])=[CH:31][C:30]=1[N+:39]([O-:41])=[O:40])(C(C)(C)C)(C)C.[OH2:42].[C:43]1([CH3:53])[CH:48]=[CH:47][C:46]([S:49](O)(=O)=O)=CC=1.[CH:54](O)(C)C, predict the reaction product. (2) Given the reactants [C:1]([O:4][C:5]1[C:22]([O:23][CH3:24])=[CH:21][C:20]2[C@@H:19]3[C@H:10]([C@H:11]4[C@@:15]([CH2:17][CH2:18]3)([CH3:16])[CH:14]([O:25][C:26](=[O:28])[CH3:27])[CH2:13][CH2:12]4)[CH2:9][CH2:8][C:7]=2[CH:6]=1)(=[O:3])[CH3:2].C(O)(=[O:31])C, predict the reaction product. The product is: [C:1]([O:4][C:5]1[C:22]([O:23][CH3:24])=[CH:21][C:20]2[C@@H:19]3[C@H:10]([C@H:11]4[C@@:15]([CH2:17][CH2:18]3)([CH3:16])[CH:14]([O:25][C:26](=[O:28])[CH3:27])[CH2:13][CH2:12]4)[CH2:9][C:8](=[O:31])[C:7]=2[CH:6]=1)(=[O:3])[CH3:2].